From a dataset of Reaction yield outcomes from USPTO patents with 853,638 reactions. Predict the reaction yield, written as a fraction of the theoretical maximum amount of product (1.0 means a 100% yield; for example, 0.34 means a 34% yield). (1) The reactants are [OH:1][Si:2]([CH:15]([CH3:17])[CH3:16])([CH:12]([CH3:14])[CH3:13])[C:3]1[CH:4]=[C:5]([CH:9]=[CH:10][CH:11]=1)[C:6]([OH:8])=O.[F:18][C:19]([F:37])([F:36])[C:20]([NH:22][CH2:23][C:24]1[CH:29]=[CH:28][CH:27]=[C:26]([CH:30]2[CH2:35][CH2:34][NH:33][CH2:32][CH2:31]2)[CH:25]=1)=[O:21].C(Cl)CCl.C1C=CC2N(O)N=NC=2C=1. The catalyst is C(Cl)Cl. The product is [F:37][C:19]([F:18])([F:36])[C:20]([NH:22][CH2:23][C:24]1[CH:29]=[CH:28][CH:27]=[C:26]([CH:30]2[CH2:35][CH2:34][N:33]([C:6](=[O:8])[C:5]3[CH:9]=[CH:10][CH:11]=[C:3]([Si:2]([OH:1])([CH:15]([CH3:17])[CH3:16])[CH:12]([CH3:14])[CH3:13])[CH:4]=3)[CH2:32][CH2:31]2)[CH:25]=1)=[O:21]. The yield is 0.340. (2) The reactants are [OH-].[K+].[CH3:3][N:4]1[CH:8]=[C:7]([C:9]2[CH:10]=[CH:11][C:12]3[N:13]([C:15]([SH:18])=[N:16][N:17]=3)[N:14]=2)[CH:6]=[N:5]1.Br[C:20]1[C:21]([N+:30]([O-:32])=[O:31])=[C:22]2[C:27](=[CH:28][CH:29]=1)[N:26]=[CH:25][CH:24]=[CH:23]2. The catalyst is C(O)C.CO.ClCCl. The product is [CH3:3][N:4]1[CH:8]=[C:7]([C:9]2[CH:10]=[CH:11][C:12]3[N:13]([C:15]([S:18][C:20]4[C:21]([N+:30]([O-:32])=[O:31])=[C:22]5[C:27](=[CH:28][CH:29]=4)[N:26]=[CH:25][CH:24]=[CH:23]5)=[N:16][N:17]=3)[N:14]=2)[CH:6]=[N:5]1. The yield is 0.760. (3) The reactants are ONC(C1C=C2C(=CC=1)N[C@@H](C(C)C)C(=O)N2)=O.Cl.[CH3:20][O:21][C:22](=[O:35])[C@H:23]([CH2:25][C:26]1[C:34]2[C:29](=[CH:30][CH:31]=[CH:32][CH:33]=2)[NH:28][CH:27]=1)[NH2:24].[N+](C1C=C(C=CC=1F)C(O)=O)([O-])=O.[Br:49][C:50]1[CH:55]=[CH:54][C:53](F)=[C:52]([N+:57]([O-:59])=[O:58])[CH:51]=1. No catalyst specified. The product is [Br:49][C:50]1[CH:55]=[CH:54][C:53]([NH:24][C@@H:23]([CH2:25][C:26]2[C:34]3[C:29](=[CH:30][CH:31]=[CH:32][CH:33]=3)[NH:28][CH:27]=2)[C:22]([O:21][CH3:20])=[O:35])=[C:52]([N+:57]([O-:59])=[O:58])[CH:51]=1. The yield is 1.00. (4) The reactants are [CH3:1][O:2][C:3](=[O:23])[CH2:4][CH2:5][N:6]1[C:14]2[C:9](=[CH:10][C:11]([O:15]CC3C=CC=CC=3)=[CH:12][CH:13]=2)[CH:8]=[CH:7]1. The catalyst is CO.C1COCC1.[Pd]. The product is [CH3:1][O:2][C:3](=[O:23])[CH2:4][CH2:5][N:6]1[C:14]2[C:9](=[CH:10][C:11]([OH:15])=[CH:12][CH:13]=2)[CH:8]=[CH:7]1. The yield is 1.00. (5) The reactants are [CH3:1][C:2]1[CH:18]=[CH:17][C:5]([CH2:6][CH:7]2[CH2:12][CH2:11][N:10]([CH:13](C)[C:14]#[CH:15])[CH2:9][CH2:8]2)=[CH:4][CH:3]=1.Cl.[CH3:20][C:21]1[CH:33]=[CH:32][C:24](CN2CCCCC2)=[CH:23][CH:22]=1.C#CC(CS([O-])(=O)=[O:40])C.C(=O)([O-])[O-].[K+].[K+]. The catalyst is C(#N)C. The product is [CH3:1][C:2]1[CH:3]=[CH:4][C:5]([CH2:6][CH:7]2[CH2:8][CH2:9][N:10]([CH2:13][CH2:14][C:15]#[C:20][C:21]3[CH:33]=[CH:32][C:24]([OH:40])=[CH:23][CH:22]=3)[CH2:11][CH2:12]2)=[CH:17][CH:18]=1. The yield is 0.800. (6) The reactants are [CH3:1][C:2]1[O:6][N:5]=[C:4]([C:7]2[CH:12]=[CH:11][CH:10]=[CH:9][CH:8]=2)[C:3]=1[CH2:13][O:14][C:15]1[CH:23]=[CH:22][C:18]([C:19]([OH:21])=O)=[CH:17][N:16]=1.Cl.[F:25][C:26]1([F:32])[CH2:31][CH2:30][NH:29][CH2:28][CH2:27]1. No catalyst specified. The product is [F:25][C:26]1([F:32])[CH2:31][CH2:30][N:29]([C:19]([C:18]2[CH:17]=[N:16][C:15]([O:14][CH2:13][C:3]3[C:4]([C:7]4[CH:8]=[CH:9][CH:10]=[CH:11][CH:12]=4)=[N:5][O:6][C:2]=3[CH3:1])=[CH:23][CH:22]=2)=[O:21])[CH2:28][CH2:27]1. The yield is 0.980.